From a dataset of Drug-target binding data from BindingDB using Ki measurements. Regression. Given a target protein amino acid sequence and a drug SMILES string, predict the binding affinity score between them. We predict pKi (pKi = -log10(Ki in M); higher means stronger inhibition). Dataset: bindingdb_ki. (1) The compound is C=CCc1ccccc1OCC(O)CNC(C)C. The target protein (P43140) has sequence MVLLSENASEGSNCTHPPAPVNISKAILLGVILGGLIIFGVLGNILVILSVACHRHLHSVTHYYIVNLAVADLLLTSTVLPFSAIFEILGYWAFGRVFCNIWAAVDVLCCTASIMGLCIISIDRYIGVSYPLRYPTIVTQRRGVRALLCVWVLSLVISIGPLFGWRQPAPEDETICQINEEPGYVLFSALGSFYVPLAIILVMYCRVYVVAKRESRGLKSGLKTDKSDSEQVTLRIHRKNVPAEGGGVSSAKNKTHFSVRLLKFSREKKAAKTLGIVVGCFVLCWLPFFLVMPIGSFFPDFKPSETVFKIVFWLGYLNSCINPIIYPCSSQEFKKAFQNVLRIQCLRRRQSSKHALGYTLHPPSQALEGQHRDMVRIPVGSGETFYKISKTDGVCEWKFFSSMPQGSARITVPKDQSACTTARVRSKSFLQVCCCVGSSAPRPEENHQVPTIKIHTISLGENGEEV. The pKi is 6.4. (2) The drug is O=C(NS(=O)(=O)c1ccc(NCC2CCOCC2)c([N+](=O)[O-])c1)c1ccc(N2CCN(Cc3cc(OCCN4CCOCC4)ccc3-c3ccc(Cl)cc3)CC2)cc1Oc1ccccc1. The target protein (Q64373) has sequence MSQSNRELVVDFLSYKLSQKGYSWSQFSDVEENRTEAPEETEAERETPSAINGNPSWHLADSPAVNGATGHSSSLDAREVIPMAAVKQALREAGDEFELRYRRAFSDLTSQLHITPGTAYQSFEQVVNELFRDGVNWGRIVAFFSFGGALCVESVDKEMQVLVSRIASWMATYLNDHLEPWIQENGGWDTFVDLYGNNAAAESRKGQERFNRWFLTGMTVAGVVLLGSLFSRK. The pKi is 7.6. (3) The drug is COC(=O)c1ccc2c(c1)N(C)CC(C1=NCCN1)O2. The target protein (Q9Y2I1) has sequence MATARTFGPEREAEPAKEARVVGSELVDTYTVYIIQVTDGSHEWTVKHRYSDFHDLHEKLVAERKIDKNLLPPKKIIGKNSRSLVEKREKDLEVYLQKLLAAFPGVTPRVLAHFLHFHFYEINGITAALAEELFEKGEQLLGAGEVFAIGPLQLYAVTEQLQQGKPTCASGDAKTDLGHILDFTCRLKYLKVSGTEGPFGTSNIQEQLLPFDLSIFKSLHQVEISHCDAKHIRGLVASKPTLATLSVRFSATSMKEVLVPEASEFDEWEPEGTTLEGPVTAVIPTWQALTTLDLSHNSVSEIDESVKLIPKIEFLDLSHNGLLVVDNLQHLYNLVHLDLSYNKLSSLEGLHTKLGNIKTLNLAGNLLESLSGLHKLYSLVNLDLRDNRIEQMEEVRSIGSLPCLEHVSLLNNPLSIIPDYRTKVLAQFGERASEVCLDDTVTTEKELDTVEVLKAIQKAKEVKSKLSNPEKKGGEDSRLSAAPCIRPSSSPPTVAPASAS.... The pKi is 8.2. (4) The target protein sequence is PQVTLWQRPLVTIKIGGQLREALLDTGADDTIFEEISLPGRWKPKMIGGIGGFIKVRQYDQIPIEICGHKVIGTVLVGPTPANVIGRNLMTQIGCTLNF. The small molecule is Cc1c(O)cccc1C(=O)N[C@@H](CSc1ccccc1)[C@H](O)CN1C[C@H]2CCCC[C@H]2C[C@H]1C(=O)NC(C)(C)C. The pKi is 7.6. (5) The small molecule is N=C(N)NCCC[C@@H]1NC(=O)[C@H](Cc2ccc3ccccc3c2)NC(=O)[C@H](Cc2cnc[nH]2)NC(=O)CCC(=O)NCCCC[C@H](C(N)=O)NC(=O)[C@@H](Cc2c[nH]c3ccccc23)NC1=O. The target protein (P33032) has sequence MNSSFHLHFLDLNLNATEGNLSGPNVKNKSSPCEDMGIAVEVFLTLGVISLLENILVIGAIVKNKNLHSPMYFFVCSLAVADMLVSMSSAWETITIYLLNNKHLVIADAFVRHIDNVFDSMICISVVASMCSLLAIAVDRYVTIFYALRYHHIMTARRSGAIIAGIWAFCTGCGIVFILYSESTYVILCLISMFFAMLFLLVSLYIHMFLLARTHVKRIAALPGASSARQRTSMQGAVTVTMLLGVFTVCWAPFFLHLTLMLSCPQNLYCSRFMSHFNMYLILIMCNSVMDPLIYAFRSQEMRKTFKEIICCRGFRIACSFPRRD. The pKi is 6.8. (6) The small molecule is c1ccc(CN2CC3CCC2C3Nc2ccc3[nH]ncc3c2)cc1. The target protein sequence is LLRDPKSEVNSDCLLDGLDALVYDLDFPALRKNKNIDNFLSRYKDTINKIRDLRMKAEDYEVVKVIGRGAFGEVQLVRHKSTRKVYAMKLLSKFEMIKRSDSAFFWEERDIMAFANSPWVVQLFYAFQDDRYLYMVMEYMPGGDLVNLMSNYDVPEKWARFYTAEVVLALDAIHSMGFIHRDVKPDNMLLDKSGHLKLADFGTCMKMNKEGMVRCDTAVGTPDYISPEVLKSQGGDGYYGRECDWWSVGVFLYEMLVGDTPFYADSLVGTYSKIMNHKNSLTFPDDNDISKEAKNLICAFLTDREVRLGRNGVEEIKRHLFFKNDQWAWETLRDTVAPVVPDLSSDIDTSNFDDLEEDKGEEETFPIPKAFVGNQLPFVGFTYYSNRRYLSSANPNDNRTSSNADKSLQESLQKTIYKLEEQLHNEMQLKDEMEQKCRTSNIKLDKIMKELDEEGNQRRNLESTVSQIEKEKMLLQHRINEYQRKAEQENEKRRNVENEV.... The pKi is 6.0.